The task is: Binary Classification. Given a T-cell receptor sequence (or CDR3 region) and an epitope sequence, predict whether binding occurs between them.. This data is from TCR-epitope binding with 47,182 pairs between 192 epitopes and 23,139 TCRs. (1) The TCR CDR3 sequence is CASSYRSQNTEAFF. Result: 0 (the TCR does not bind to the epitope). The epitope is TAFTIPSI. (2) The epitope is YIFFASFYY. The TCR CDR3 sequence is CASSPPSGSTNEQFF. Result: 1 (the TCR binds to the epitope). (3) The epitope is FLASKIGRLV. The TCR CDR3 sequence is CASSQDLGGGNSPLHF. Result: 0 (the TCR does not bind to the epitope). (4) The epitope is AYAQKIFKI. The TCR CDR3 sequence is CSVQRQGAYNEQFF. Result: 0 (the TCR does not bind to the epitope). (5) The epitope is FPRPWLHGL. The TCR CDR3 sequence is CASSPGFPNEQYF. Result: 0 (the TCR does not bind to the epitope). (6) The epitope is ITEEVGHTDLMAAY. The TCR CDR3 sequence is CASSQVAGAEPNYGYTF. Result: 1 (the TCR binds to the epitope).